Dataset: Full USPTO retrosynthesis dataset with 1.9M reactions from patents (1976-2016). Task: Predict the reactants needed to synthesize the given product. Given the product [F:5][C:3]([F:6])([C:2]([F:8])([F:7])[F:1])[C:16](=[O:33])[CH:17]=[CH:18][C:19]1[CH:20]=[C:21]([C:25]2[CH:26]=[CH:27][C:28]([S:31][CH3:32])=[CH:29][CH:30]=2)[CH:22]=[CH:23][CH:24]=1, predict the reactants needed to synthesize it. The reactants are: [F:1][C:2]([F:8])([F:7])[C:3]([F:6])([F:5])I.C[Li].[Br-].[Li+].CON(C)[C:16](=[O:33])[CH:17]=[CH:18][C:19]1[CH:20]=[C:21]([C:25]2[CH:30]=[CH:29][C:28]([S:31][CH3:32])=[CH:27][CH:26]=2)[CH:22]=[CH:23][CH:24]=1.